Dataset: Forward reaction prediction with 1.9M reactions from USPTO patents (1976-2016). Task: Predict the product of the given reaction. (1) Given the reactants [C:1]([C:4]1[C:9]([C:10]2[CH:15]=[CH:14][CH:13]=[CH:12][CH:11]=2)=[N:8][N:7]([CH2:16][CH3:17])[C:6](=[O:18])[C:5]=1[N+:19]([O-])=O)(=[O:3])[CH3:2].N[C:23]1[CH:28]=[N:27][CH:26]=[CH:25][N:24]=1, predict the reaction product. The product is: [C:1]([C:4]1[C:9]([C:10]2[CH:15]=[CH:14][CH:13]=[CH:12][CH:11]=2)=[N:8][N:7]([CH2:16][CH3:17])[C:6](=[O:18])[C:5]=1[NH:19][C:23]1[CH:28]=[N:27][CH:26]=[CH:25][N:24]=1)(=[O:3])[CH3:2]. (2) Given the reactants Br[C:2]1[CH:3]=[C:4]([N+:12]([O-:14])=[O:13])[CH:5]=[C:6]2[C:10]=1[N:9]([CH3:11])[CH:8]=[CH:7]2.[Si]([O:22][CH2:23]/[CH:24]=[CH:25]/B(O)O)(C(C)(C)C)(C)C.P([O-])([O-])([O-])=O.[K+].[K+].[K+].O1CCOCC1, predict the reaction product. The product is: [CH3:11][N:9]1[C:10]2[C:6](=[CH:5][C:4]([N+:12]([O-:14])=[O:13])=[CH:3][C:2]=2/[CH:25]=[CH:24]/[CH2:23][OH:22])[CH:7]=[CH:8]1. (3) Given the reactants C(N(CC)CC)C.[C:8]([O:14][CH2:15][CH3:16])(=[O:13])[CH2:9][C:10]([O-:12])=O.[K+].[Cl-].[Mg+2].[Cl-].[O:21]1[CH:25]=[CH:24][CH:23]=[C:22]1C(Cl)=O, predict the reaction product. The product is: [O:21]1[CH:25]=[CH:24][CH:23]=[C:22]1[C:10](=[O:12])[CH2:9][C:8]([O:14][CH2:15][CH3:16])=[O:13]. (4) Given the reactants C(O[C:4](=[C:11]1[C:19]2[C:14](=[CH:15][CH:16]=[C:17]([N+:20]([O-:22])=[O:21])[CH:18]=2)[NH:13][C:12]1=[O:23])[C:5]1[CH:10]=[CH:9][CH:8]=[CH:7][CH:6]=1)C.[CH2:24]([O:26][C:27]([CH:29]1[CH2:34][CH2:33][N:32]([CH2:35][C:36]2[CH:42]=[CH:41][C:39]([NH2:40])=[CH:38][CH:37]=2)[CH2:31][CH2:30]1)=[O:28])[CH3:25], predict the reaction product. The product is: [CH2:24]([O:26][C:27]([CH:29]1[CH2:30][CH2:31][N:32]([CH2:35][C:36]2[CH:42]=[CH:41][C:39]([NH:40]/[C:4](=[C:11]3\[C:12](=[O:23])[NH:13][C:14]4[C:19]\3=[CH:18][C:17]([N+:20]([O-:22])=[O:21])=[CH:16][CH:15]=4)/[C:5]3[CH:6]=[CH:7][CH:8]=[CH:9][CH:10]=3)=[CH:38][CH:37]=2)[CH2:33][CH2:34]1)=[O:28])[CH3:25]. (5) Given the reactants C([O:4][C:5]1[CH:14]=[C:13]2[C:8]([C:9]([CH2:26][C:27]3[CH:32]=[CH:31][C:30]([O:33][CH2:34][CH2:35][N:36]4[CH2:40][CH2:39][CH2:38][CH2:37]4)=[CH:29][CH:28]=3)=[C:10]([C:16]3[CH:21]=[CH:20][C:19]([C:22]([F:25])([F:24])[F:23])=[CH:18][CH:17]=3)[C:11](=[O:15])[O:12]2)=[CH:7][CH:6]=1)C=C.CCN([C:46]1[CH:47]=CC=C[CH:51]=1)CC, predict the reaction product. The product is: [OH:4][C:5]1[C:14]([CH2:47][CH:46]=[CH2:51])=[C:13]2[C:8]([C:9]([CH2:26][C:27]3[CH:28]=[CH:29][C:30]([O:33][CH2:34][CH2:35][N:36]4[CH2:40][CH2:39][CH2:38][CH2:37]4)=[CH:31][CH:32]=3)=[C:10]([C:16]3[CH:17]=[CH:18][C:19]([C:22]([F:23])([F:25])[F:24])=[CH:20][CH:21]=3)[C:11](=[O:15])[O:12]2)=[CH:7][CH:6]=1.